From a dataset of Full USPTO retrosynthesis dataset with 1.9M reactions from patents (1976-2016). Predict the reactants needed to synthesize the given product. Given the product [CH2:15]([O:7][CH:4]1[CH2:5][CH2:6][CH:1]([OH:8])[CH2:2][CH2:3]1)[C:16]1[CH:21]=[CH:20][CH:19]=[CH:18][CH:17]=1, predict the reactants needed to synthesize it. The reactants are: [CH:1]1([OH:8])[CH2:6][CH2:5][CH:4]([OH:7])[CH2:3][CH2:2]1.N1C=CC=CC=1.[C:15](Cl)(=O)[C:16]1[CH:21]=[CH:20][CH:19]=[CH:18][CH:17]=1.